From a dataset of Catalyst prediction with 721,799 reactions and 888 catalyst types from USPTO. Predict which catalyst facilitates the given reaction. (1) Reactant: [F:1][C:2]1[CH:7]=[C:6]([N:8]2[C:16]3[C:11](=[C:12]([O:17]CC4C=CC=CC=4)[CH:13]=[CH:14][CH:15]=3)[C:10]([CH3:25])=[CH:9]2)[CH:5]=[CH:4][C:3]=1[OH:26]. Product: [F:1][C:2]1[CH:7]=[C:6]([N:8]2[C:16]3[CH:15]=[CH:14][CH:13]=[C:12]([OH:17])[C:11]=3[C:10]([CH3:25])=[CH:9]2)[CH:5]=[CH:4][C:3]=1[OH:26]. The catalyst class is: 29. (2) Reactant: Cl[CH:2]([C:8]([N:10]([CH2:30][C:31]1[CH:36]=[CH:35][C:34]([O:37][CH3:38])=[CH:33][C:32]=1[O:39][CH3:40])[C:11]1[CH:16]=[CH:15][C:14]([Cl:17])=[CH:13][C:12]=1[C:18]([C:20]1[CH:25]=[CH:24][CH:23]=[C:22]([O:26][CH3:27])[C:21]=1[O:28][CH3:29])=[CH2:19])=[O:9])[CH2:3][C:4]([O:6][CH3:7])=[O:5].C([Sn](CCCC)CCCC)CCC.N(C(C)(C)C#N)=NC(C)(C)C#N. Product: [Cl:17][C:14]1[CH:15]=[CH:16][C:11]2[N:10]([CH2:30][C:31]3[CH:36]=[CH:35][C:34]([O:37][CH3:38])=[CH:33][C:32]=3[O:39][CH3:40])[C:8](=[O:9])[CH:2]([CH2:3][C:4]([O:6][CH3:7])=[O:5])[CH2:19][CH:18]([C:20]3[CH:25]=[CH:24][CH:23]=[C:22]([O:26][CH3:27])[C:21]=3[O:28][CH3:29])[C:12]=2[CH:13]=1. The catalyst class is: 11. (3) Reactant: [CH3:1][S:2]([C:5]1[CH:10]=[CH:9][C:8]([C:11]2[CH:16]=[CH:15][C:14]([OH:17])=[CH:13][CH:12]=2)=[CH:7][CH:6]=1)(=[O:4])=[O:3].[CH3:18][C:19]1[N:23]=[C:22]([N:24]2[CH2:29][CH2:28][CH:27]([CH2:30]O)[CH2:26][CH2:25]2)[O:21][N:20]=1.C1C=CC(P(C2C=CC=CC=2)C2C=CC=CC=2)=CC=1.N(C(OC(C)C)=O)=NC(OC(C)C)=O. The catalyst class is: 1. Product: [CH3:18][C:19]1[N:23]=[C:22]([N:24]2[CH2:25][CH2:26][CH:27]([CH2:30][O:17][C:14]3[CH:15]=[CH:16][C:11]([C:8]4[CH:7]=[CH:6][C:5]([S:2]([CH3:1])(=[O:3])=[O:4])=[CH:10][CH:9]=4)=[CH:12][CH:13]=3)[CH2:28][CH2:29]2)[O:21][N:20]=1. (4) Reactant: [C:1]([O:5][C:6]([N:8]1[C:17]2[C:12](=[CH:13][C:14]([O:18][CH2:19][CH2:20][CH2:21][CH2:22]Br)=[CH:15][CH:16]=2)[CH2:11][CH2:10][CH2:9]1)=[O:7])([CH3:4])([CH3:3])[CH3:2].[CH2:24]([NH:27][CH3:28])[CH:25]=[CH2:26]. Product: [C:1]([O:5][C:6]([N:8]1[C:17]2[C:12](=[CH:13][C:14]([O:18][CH2:19][CH2:20][CH2:21][CH2:22][N:27]([CH2:24][CH:25]=[CH2:26])[CH3:28])=[CH:15][CH:16]=2)[CH2:11][CH2:10][CH2:9]1)=[O:7])([CH3:4])([CH3:3])[CH3:2]. The catalyst class is: 3. (5) Product: [CH2:44]([N:43]([CH2:47][CH2:48][CH3:49])[C:41]([CH2:40][O:7][C:6](=[O:8])[CH2:5][O:4][C:3]1[CH:9]=[CH:10][C:11]([CH2:13][CH2:14][C:15]([N:17]2[CH2:18][CH2:19][C:20]3([NH:24]/[C:23](=[N:25]/[C:26]([C:28]4[C:33]([NH2:34])=[N:32][C:31]([NH2:35])=[C:30]([Cl:36])[N:29]=4)=[O:27])/[NH:22][CH2:21]3)[CH2:37][CH2:38]2)=[O:16])=[CH:12][C:2]=1[Cl:1])=[O:42])[CH2:45][CH3:46]. Reactant: [Cl:1][C:2]1[CH:12]=[C:11]([CH2:13][CH2:14][C:15]([N:17]2[CH2:38][CH2:37][C:20]3([NH:24]/[C:23](=[N:25]/[C:26]([C:28]4[C:33]([NH2:34])=[N:32][C:31]([NH2:35])=[C:30]([Cl:36])[N:29]=4)=[O:27])/[NH:22][CH2:21]3)[CH2:19][CH2:18]2)=[O:16])[CH:10]=[CH:9][C:3]=1[O:4][CH2:5][C:6]([OH:8])=[O:7].Cl[CH2:40][C:41]([N:43]([CH2:47][CH2:48][CH3:49])[CH2:44][CH2:45][CH3:46])=[O:42].C(=O)([O-])O.[Na+].O. The catalyst class is: 3. (6) Reactant: [CH3:1][O:2][C:3](=[O:15])[C:4]1[CH:9]=[CH:8][C:7]([CH3:10])=[N:6][C:5]=1[S:11][CH:12]([CH3:14])[CH3:13].[CH3:16][Si]([N-][Si](C)(C)C)(C)C.[K+].CI. Product: [CH3:1][O:2][C:3](=[O:15])[C:4]1[CH:9]=[CH:8][C:7]([CH2:10][CH3:16])=[N:6][C:5]=1[S:11][CH:12]([CH3:13])[CH3:14]. The catalyst class is: 20. (7) Reactant: [CH2:1]([N:3]([CH2:25][CH3:26])[CH2:4][CH2:5][O:6][C:7]1[CH:12]=[CH:11][C:10]([NH:13][C:14]2[N:19]=[C:18]([NH:20][CH3:21])[C:17]([N+:22]([O-])=O)=[CH:16][N:15]=2)=[CH:9][CH:8]=1)[CH3:2]. Product: [NH2:22][C:17]1[C:18]([NH:20][CH3:21])=[N:19][C:14]([NH:13][C:10]2[CH:9]=[CH:8][C:7]([O:6][CH2:5][CH2:4][N:3]([CH2:25][CH3:26])[CH2:1][CH3:2])=[CH:12][CH:11]=2)=[N:15][CH:16]=1. The catalyst class is: 45.